This data is from Reaction yield outcomes from USPTO patents with 853,638 reactions. The task is: Predict the reaction yield, written as a fraction of the theoretical maximum amount of product (1.0 means a 100% yield; for example, 0.34 means a 34% yield). (1) The reactants are [C:1]([C:5]1[CH:10]=[C:9]([F:11])[CH:8]=[CH:7][C:6]=1[OH:12])([CH3:4])([CH3:3])[CH3:2].CCN(CC)CC.Cl[C:21]([O:23][CH3:24])=[O:22]. The catalyst is O1CCOCC1. The product is [C:21](=[O:22])([O:23][CH3:24])[O:12][C:6]1[CH:7]=[CH:8][C:9]([F:11])=[CH:10][C:5]=1[C:1]([CH3:4])([CH3:2])[CH3:3]. The yield is 0.590. (2) The reactants are Cl.[CH:2]1([C@H:5]([NH2:10])[C:6]([F:9])([F:8])[F:7])[CH2:4][CH2:3]1.C(N(CC)C(C)C)(C)C.C[Al](C)C.[C:24]([CH2:26][C:27]1([N:41]2[CH:45]=[C:44]([C:46]3[C:47]4[CH:54]=[CH:53][N:52](COCC[Si](C)(C)C)[C:48]=4[N:49]=[CH:50][N:51]=3)[CH:43]=[N:42]2)[CH2:30][N:29]([C:31]2[CH:40]=[CH:39][C:34]([C:35](OC)=[O:36])=[CH:33][CH:32]=2)[CH2:28]1)#[N:25]. The catalyst is ClCCCl.C1(C)C=CC=CC=1.ClCCl. The product is [C:24]([CH2:26][C:27]1([N:41]2[CH:45]=[C:44]([C:46]3[C:47]4[CH:54]=[CH:53][NH:52][C:48]=4[N:49]=[CH:50][N:51]=3)[CH:43]=[N:42]2)[CH2:30][N:29]([C:31]2[CH:32]=[CH:33][C:34]([C:35]([NH:10][C@@H:5]([CH:2]3[CH2:4][CH2:3]3)[C:6]([F:9])([F:8])[F:7])=[O:36])=[CH:39][CH:40]=2)[CH2:28]1)#[N:25]. The yield is 0.750. (3) The reactants are [N+:1]([C:4]1[CH:5]=[C:6]([NH:13][C:14]2[CH:19]=[CH:18][C:17]([Br:20])=[CH:16][CH:15]=2)[CH:7]=[C:8]([N+:10]([O-])=O)[CH:9]=1)([O-])=O.[In].[Cl-].[NH4+]. The catalyst is C(O)C. The product is [NH2:1][C:4]1[CH:5]=[C:6]([NH:13][C:14]2[CH:19]=[CH:18][C:17]([Br:20])=[CH:16][CH:15]=2)[CH:7]=[C:8]([NH2:10])[CH:9]=1. The yield is 0.930. (4) The reactants are [CH3:1][NH:2][C:3](=[O:18])[CH2:4][N:5]([CH2:13][C:14]([NH:16][CH3:17])=[O:15])CC1C=CC=CC=1. The catalyst is CO.[Pd]. The product is [CH3:17][NH:16][C:14](=[O:15])[CH2:13][NH:5][CH2:4][C:3]([NH:2][CH3:1])=[O:18]. The yield is 1.00. (5) The reactants are CN(C)C=O.[F:6][C:7]([F:17])([F:16])[C:8]([N:10]=[C:11]1[NH:15][CH2:14][CH2:13][S:12]1)=[O:9].[Cl:18][C:19]1[CH:24]=[CH:23][C:22]([CH2:25]Cl)=[CH:21][N:20]=1.C(=O)([O-])[O-].[K+].[K+]. The catalyst is O1CCCC1. The product is [Cl:18][C:19]1[N:20]=[CH:21][C:22]([CH2:25][N:15]2[CH2:14][CH2:13][S:12][C:11]2=[N:10][C:8](=[O:9])[C:7]([F:6])([F:16])[F:17])=[CH:23][CH:24]=1. The yield is 0.870. (6) The reactants are [Br:1][C:2]1[CH:3]=[C:4]([C:7](=[O:12])C(Cl)(Cl)Cl)[NH:5][CH:6]=1.[OH-:13].[Na+]. The catalyst is C1COCC1. The product is [Br:1][C:2]1[CH:3]=[C:4]([C:7]([OH:12])=[O:13])[NH:5][CH:6]=1. The yield is 0.640. (7) The product is [Si:46]([O:45][CH2:44][CH2:43][CH2:42][C:27]1[C:26]2[C:30](=[C:31]([Cl:34])[CH:32]=[CH:33][C:25]=2[NH:24][C:7]2[C:15]3[C:10](=[CH:11][N:12]=[CH:13][CH:14]=3)[O:9][C:8]=2[C:16]2[N:21]=[CH:20][CH:19]=[CH:18][N:17]=2)[N:29]([C:35]([O:37][C:38]([CH3:41])([CH3:40])[CH3:39])=[O:36])[N:28]=1)([C:49]([CH3:52])([CH3:50])[CH3:51])([CH3:48])[CH3:47]. The reactants are FC(F)(F)S(O[C:7]1[C:15]2[C:10](=[CH:11][N:12]=[CH:13][CH:14]=2)[O:9][C:8]=1[C:16]1[N:21]=[CH:20][CH:19]=[CH:18][N:17]=1)(=O)=O.[NH2:24][C:25]1[CH:33]=[CH:32][C:31]([Cl:34])=[C:30]2[C:26]=1[C:27]([CH2:42][CH2:43][CH2:44][O:45][Si:46]([C:49]([CH3:52])([CH3:51])[CH3:50])([CH3:48])[CH3:47])=[N:28][N:29]2[C:35]([O:37][C:38]([CH3:41])([CH3:40])[CH3:39])=[O:36].CC1(C)C2C(=C(P(C3C=CC=CC=3)C3C=CC=CC=3)C=CC=2)OC2C(P(C3C=CC=CC=3)C3C=CC=CC=3)=CC=CC1=2.[O-]P([O-])([O-])=O.[K+].[K+].[K+]. The catalyst is C1(C)C=CC=CC=1.C1C=CC(/C=C/C(/C=C/C2C=CC=CC=2)=O)=CC=1.C1C=CC(/C=C/C(/C=C/C2C=CC=CC=2)=O)=CC=1.C1C=CC(/C=C/C(/C=C/C2C=CC=CC=2)=O)=CC=1.[Pd].[Pd]. The yield is 0.530. (8) The reactants are [Cl:1][C:2]1[C:3]2[N:4]([CH:12]=[C:13]([C:15]3[S:16][C:17]([C:20]4[CH:25]=[C:24]([Cl:26])[C:23]([O:27]C)=[CH:22][C:21]=4[Cl:29])=[N:18][N:19]=3)[N:14]=2)[CH:5]=[C:6]([C:8]([F:11])([F:10])[F:9])[CH:7]=1.[Al+3].[Cl-].[Cl-].[Cl-].CCS. The catalyst is C(Cl)Cl. The product is [Cl:26][C:24]1[CH:25]=[C:20]([C:17]2[S:16][C:15]([C:13]3[N:14]=[C:3]4[C:2]([Cl:1])=[CH:7][C:6]([C:8]([F:10])([F:9])[F:11])=[CH:5][N:4]4[CH:12]=3)=[N:19][N:18]=2)[C:21]([Cl:29])=[CH:22][C:23]=1[OH:27]. The yield is 0.790.